This data is from NCI-60 drug combinations with 297,098 pairs across 59 cell lines. The task is: Regression. Given two drug SMILES strings and cell line genomic features, predict the synergy score measuring deviation from expected non-interaction effect. Drug 1: C(CC(=O)O)C(=O)CN.Cl. Drug 2: C1CNP(=O)(OC1)N(CCCl)CCCl. Cell line: DU-145. Synergy scores: CSS=22.1, Synergy_ZIP=-7.60, Synergy_Bliss=-2.37, Synergy_Loewe=-9.92, Synergy_HSA=-1.75.